Task: Predict the product of the given reaction.. Dataset: Forward reaction prediction with 1.9M reactions from USPTO patents (1976-2016) (1) Given the reactants C(OC(=O)COC1C=CC(Cl)=CC=1C#C)(C)(C)C.[F:19][C:20]1[CH:25]=[CH:24][C:23]([S:26]([CH2:29][CH2:30][CH3:31])(=[O:28])=[O:27])=[CH:22][C:21]=1[C:32]#[C:33][Si](C)(C)C.C(OC(=O)COC1C=CC(Cl)=CC=1C#CC1C=C(S(CCC)(=O)=O)C=CC=1F)(C)(C)C, predict the reaction product. The product is: [C:32]([C:21]1[CH:22]=[C:23]([S:26]([CH2:29][CH2:30][CH3:31])(=[O:28])=[O:27])[CH:24]=[CH:25][C:20]=1[F:19])#[CH:33]. (2) Given the reactants [O:1]1[CH:5]=[CH:4][CH:3]=[C:2]1[C:6]([N:8]1[C:17]2[C:12](=[CH:13][CH:14]=[C:15]([C:18]3[CH:23]=[CH:22][C:21]([S:24]([CH3:27])(=[O:26])=[O:25])=[CH:20][CH:19]=3)[CH:16]=2)[NH:11][C@@H:10]([CH3:28])[CH2:9]1)=[O:7].C(N(CC)C(C)C)(C)C.[CH3:38][S:39](O[S:39]([CH3:38])(=[O:41])=[O:40])(=[O:41])=[O:40].C(Cl)(=O)C1C=CC=CC=1, predict the reaction product. The product is: [O:1]1[CH:5]=[CH:4][CH:3]=[C:2]1[C:6]([N:8]1[C:17]2[C:12](=[CH:13][CH:14]=[C:15]([C:18]3[CH:23]=[CH:22][C:21]([S:24]([CH3:27])(=[O:25])=[O:26])=[CH:20][CH:19]=3)[CH:16]=2)[N:11]([S:39]([CH3:38])(=[O:41])=[O:40])[C@@H:10]([CH3:28])[CH2:9]1)=[O:7]. (3) The product is: [Cl:26][C:21]1[CH:22]=[CH:23][CH:24]=[CH:25][C:20]=1[N:19]1[C:15]([C:12]2[CH:11]=[CH:10][C:9]([OH:8])=[CH:14][CH:13]=2)=[C:16]([CH3:35])[C:17]([C:27]([O:29][CH2:30][C:31]([Cl:34])([Cl:32])[Cl:33])=[O:28])=[N:18]1. Given the reactants C([O:8][C:9]1[CH:14]=[CH:13][C:12]([C:15]2[N:19]([C:20]3[CH:25]=[CH:24][CH:23]=[CH:22][C:21]=3[Cl:26])[N:18]=[C:17]([C:27]([O:29][CH2:30][C:31]([Cl:34])([Cl:33])[Cl:32])=[O:28])[C:16]=2[CH3:35])=[CH:11][CH:10]=1)C1C=CC=CC=1.C(O)C, predict the reaction product. (4) Given the reactants [CH2:1]([N:8]([CH2:10][CH2:11][NH:12][C:13](=[O:19])[O:14][C:15]([CH3:18])([CH3:17])[CH3:16])C)C1C=CC=CC=1, predict the reaction product. The product is: [CH3:1][NH:8][CH2:10][CH2:11][NH:12][C:13](=[O:19])[O:14][C:15]([CH3:17])([CH3:16])[CH3:18]. (5) Given the reactants [C:1]([O:5][C:6]([N:8]([CH2:19][CH2:20][C:21]1[CH:26]=[CH:25][C:24]([N+:27]([O-])=O)=[CH:23][CH:22]=1)[CH2:9][C:10]1[CH:15]=[CH:14][C:13]([N+:16]([O-])=O)=[CH:12][CH:11]=1)=[O:7])([CH3:4])([CH3:3])[CH3:2].[H][H], predict the reaction product. The product is: [C:1]([O:5][C:6]([N:8]([CH2:19][CH2:20][C:21]1[CH:26]=[CH:25][C:24]([NH2:27])=[CH:23][CH:22]=1)[CH2:9][C:10]1[CH:15]=[CH:14][C:13]([NH2:16])=[CH:12][CH:11]=1)=[O:7])([CH3:4])([CH3:2])[CH3:3].